Dataset: Reaction yield outcomes from USPTO patents with 853,638 reactions. Task: Predict the reaction yield, written as a fraction of the theoretical maximum amount of product (1.0 means a 100% yield; for example, 0.34 means a 34% yield). (1) The catalyst is O1CCOCC1.ClCCl. The yield is 1.00. The product is [ClH:1].[F:2][C:3]1[CH:4]=[CH:5][C:6]([C@H:9]([NH2:11])[CH3:10])=[N:7][CH:8]=1. The reactants are [ClH:1].[F:2][C:3]1[CH:4]=[CH:5][C:6]([C@H:9]([NH:11]C(=O)OC(C)(C)C)[CH3:10])=[N:7][CH:8]=1. (2) The reactants are [N+:1]([C:4]1[CH:9]=[CH:8][C:7](=[S:10])[NH:6][C:5]=1[C:11]#[N:12])([O-:3])=[O:2].[F:13][C:14]1[CH:15]=[C:16]([CH:26]=[C:27]([F:29])[CH:28]=1)[CH2:17]C(Br)C1C=CC=CC=1.C([O-])([O-])=O.[K+].[K+]. The catalyst is CC(C)=O. The product is [F:13][C:14]1[CH:15]=[C:16]([CH:26]=[C:27]([F:29])[CH:28]=1)[CH2:17][S:10][C:7]1[N:6]=[C:5]([C:11]#[N:12])[C:4]([N+:1]([O-:3])=[O:2])=[CH:9][CH:8]=1. The yield is 0.980. (3) The reactants are Br[CH2:2][CH2:3][N:4]1[CH2:8][CH2:7][N:6]([CH2:9][CH2:10][CH2:11][OH:12])[C:5]1=[C:13]([C:16]#[N:17])[C:14]#[N:15].[NH:18]1[CH2:22][CH2:21][CH2:20][CH2:19]1.O. The catalyst is O1CCOCC1. The product is [OH:12][CH2:11][CH2:10][CH2:9][N:6]1[CH2:7][CH2:8][N:4]([CH2:3][CH2:2][N:18]2[CH2:22][CH2:21][CH2:20][CH2:19]2)[C:5]1=[C:13]([C:16]#[N:17])[C:14]#[N:15]. The yield is 0.504. (4) The reactants are C([S:4][CH:5]([CH2:25][C:26]1[CH:31]=[CH:30][CH:29]=[CH:28][CH:27]=1)[C:6]([NH:8][CH:9]1[C:15](=[O:16])[N:14]([CH2:17][C:18]([O:20]CC)=[O:19])[C:13]([CH3:24])([CH3:23])[CH2:12][CH2:11][CH2:10]1)=[O:7])(=O)C.[OH-].[Na+].Cl. The catalyst is CO.SCC(C(CS)O)O. The product is [SH:4][CH:5]([CH2:25][C:26]1[CH:27]=[CH:28][CH:29]=[CH:30][CH:31]=1)[C:6]([NH:8][CH:9]1[C:15](=[O:16])[N:14]([CH2:17][C:18]([OH:20])=[O:19])[C:13]([CH3:23])([CH3:24])[CH2:12][CH2:11][CH2:10]1)=[O:7]. The yield is 8.90. (5) The reactants are [CH2:1]([N:8]([CH2:20][C:21]1[CH:26]=[CH:25][CH:24]=[CH:23][CH:22]=1)[C@@H:9]1[CH2:18][CH2:17][C:16]2[C:11](=[C:12](Br)[CH:13]=[CH:14][CH:15]=2)[CH2:10]1)[C:2]1[CH:7]=[CH:6][CH:5]=[CH:4][CH:3]=1.C([Li])CCC.[B:32](OCC)([O:36]CC)[O:33]CC. The catalyst is O1CCCC1. The product is [CH2:1]([N:8]([CH2:20][C:21]1[CH:26]=[CH:25][CH:24]=[CH:23][CH:22]=1)[C@H:9]1[CH2:10][C:11]2[C:12]([B:32]([OH:36])[OH:33])=[CH:13][CH:14]=[CH:15][C:16]=2[CH2:17][CH2:18]1)[C:2]1[CH:7]=[CH:6][CH:5]=[CH:4][CH:3]=1. The yield is 0.670. (6) The reactants are [Cl:1][C:2]1[CH:3]=[C:4](I)[C:5]2[N:6]([N:8]=[CH:9][N:10]=2)[CH:7]=1.[F:12][C:13]1[CH:18]=[C:17]([F:19])[CH:16]=[CH:15][C:14]=1[S:20]([NH2:23])(=[O:22])=[O:21].C(=O)([O-])[O-].[Cs+].[Cs+].C(N)CN. The product is [Cl:1][C:2]1[CH:3]=[C:4]([NH:23][S:20]([C:14]2[CH:15]=[CH:16][C:17]([F:19])=[CH:18][C:13]=2[F:12])(=[O:21])=[O:22])[C:5]2[N:6]([N:8]=[CH:9][N:10]=2)[CH:7]=1. The yield is 0.150. The catalyst is [Cu]I.CN(C=O)C. (7) The reactants are [Br:1][C:2]1[CH:3]=[C:4]2[C:9](=[CH:10][CH:11]=1)[N:8]([C:12](=O)[CH2:13]Cl)[CH2:7][CH2:6][CH2:5]2.C(=O)([O-])[O-].[K+].[K+].[CH3:22][NH:23][CH2:24][CH2:25][OH:26]. The catalyst is C(#N)C.O. The product is [Br:1][C:2]1[CH:3]=[C:4]2[C:9](=[CH:10][CH:11]=1)[N:8]([CH2:12][CH2:13][N:23]([CH3:22])[CH2:24][CH2:25][OH:26])[CH2:7][CH2:6][CH2:5]2. The yield is 0.840.